This data is from Forward reaction prediction with 1.9M reactions from USPTO patents (1976-2016). The task is: Predict the product of the given reaction. The product is: [Cl:1][C:2]1[CH:3]=[CH:4][C:5]([C:8]2[CH:9]=[CH:10][C:11]([CH2:21][CH3:22])=[C:12]([C:14](=[O:20])[C:15]([OH:17])=[O:16])[CH:13]=2)=[CH:6][CH:7]=1. Given the reactants [Cl:1][C:2]1[CH:7]=[CH:6][C:5]([C:8]2[CH:9]=[CH:10][C:11]([CH2:21][CH3:22])=[C:12]([C:14](=[O:20])[C:15]([O:17]CC)=[O:16])[CH:13]=2)=[CH:4][CH:3]=1.CO.[OH-].[K+].CCCCCC, predict the reaction product.